Dataset: Experimentally validated miRNA-target interactions with 360,000+ pairs, plus equal number of negative samples. Task: Binary Classification. Given a miRNA mature sequence and a target amino acid sequence, predict their likelihood of interaction. (1) The miRNA is hsa-miR-548ao-5p with sequence AGAAGUAACUACGGUUUUUGCA. The protein sequence of the target gene is MLVLFETSVGYAIFKVLNEKKLQEVDSLWKEFETPEKANKIVKLKHFEKFQDTAEALAAFTALMEGKINKQLKKVLKKIVKEAHEPLAVADAKLGGVIKEKLNLSCIHSPVVNELMRGIRSQMDGLIPGVEPREMAAMCLGLAHSLSRYRLKFSADKVDTMIVQAISLLDDLDKELNNYIMRCREWYGWHFPELGKIISDNLTYCKCLQKVGDRKNYASAKLSELLPEEVEAEVKAAAEISMGTEVSEEDICNILHLCTQVIEISEYRTQLYEYLQNRMMAIAPNVTVMVGELVGARLIA.... Result: 0 (no interaction). (2) The miRNA is mmu-miR-7026-5p with sequence UUCUGAGACCAUGGGGUAUAU. The protein sequence of the target gene is MWRSLGLALALCLLPYGGAESQGQSSACYKAPEWYIGDQNPMLNSEGKVTVVALLQASUYLCLLQASRLEDLRIKLESQGYFNISYIVVNHQGSPSQLKHSHLKKQVSEHIAVYRQEEDGIDVWTLLNGNKDDFLIYDRCGRLVYHLGLPYSFLTFPYVEEAIKIAYCEERCGNCNLTSLEDEDFCKTVTSATANKTAEPSEAHSHHKHHNKHGQEHLGSSKPSENQQPGPSETTLPPSGLHHHHRHRGQHRQGHLESUDTTASEGLHLSLAQRKLURRGCINQLLCKLSKESEAAPSSC.... Result: 0 (no interaction). (3) The miRNA is hsa-miR-8073 with sequence ACCUGGCAGCAGGGAGCGUCGU. The protein sequence of the target gene is MSSSALTCGSTLEKSGDTWEMKALDSSRLVPWPPRGLGSSTQHPNKPHCALASCQGPGVLPGAASALPELTFQGDVCQSETCQRYLQAAISLDIAVSQINLLGRPSSPPALLIQQGSCEQVIHNSTPQFLGMEDGDNERTTGWLWRLCEDIDAEPSSTGCSRSNQLTFTEGCFVRSLSTVYSNTHIHTHL. Result: 0 (no interaction). (4) The miRNA is hsa-miR-6852-5p with sequence CCCUGGGGUUCUGAGGACAUG. The protein sequence of the target gene is MDIQLDPARDDLPLMANTSHILVKHYVLDLDVDFESQVIEGTIVLFLEDGNRFKKQNSSIEEACQSESNKACKFGMPEPCHIPVTNARTFSSEMEYNDFAICSKGEKDTSDKDGNHDNQEHASGISSSKYCCDTGNHGSEDFLLVLDCCDLSVLKVEEVDVAAVPGLEKFTRSPELTVVSEEFRNQIVRELVTLPANRWREQLDYYARCSQAPGCGELLFDTDTWSLQIRKTGAQTATDFPHAIRIWYKTKPEGRSVTWTSDQSGRPCVYTVGSPINNRALFPCQEPPVAMSTWQATVRA.... Result: 1 (interaction).